Dataset: Forward reaction prediction with 1.9M reactions from USPTO patents (1976-2016). Task: Predict the product of the given reaction. (1) Given the reactants [NH2:1][C:2]1[N:10]=[C:9]([O:11][CH3:12])[CH:8]=[C:7]([O:13][CH3:14])[C:3]=1[C:4]([NH2:6])=[O:5].[O:15]=[C:16]1[C:24]2[C:19](=[CH:20][CH:21]=[CH:22][CH:23]=2)[C:18](=[O:25])[N:17]1[CH2:26][CH2:27][O:28][C:29]1[C:36]([CH3:37])=[CH:35][C:32]([CH:33]=O)=[CH:31][C:30]=1[CH3:38].OS([O-])=O.[Na+].CC1C=CC(S(O)(=O)=O)=CC=1, predict the reaction product. The product is: [CH3:14][O:13][C:7]1[C:3]2[C:4](=[O:5])[NH:6][C:33]([C:32]3[CH:35]=[C:36]([CH3:37])[C:29]([O:28][CH2:27][CH2:26][N:17]4[C:16](=[O:15])[C:24]5[C:19](=[CH:20][CH:21]=[CH:22][CH:23]=5)[C:18]4=[O:25])=[C:30]([CH3:38])[CH:31]=3)=[N:1][C:2]=2[N:10]=[C:9]([O:11][CH3:12])[CH:8]=1. (2) Given the reactants [O:1]=[C:2]1[NH:11][C:10]2[N:9]=[CH:8][CH:7]=[C:6]([O:12][C:13]3[CH:14]=[CH:15][C:16]4[O:20][C@H:19]5[C@H:21]([C:22](O)=[O:23])[C@H:18]5[C:17]=4[CH:25]=3)[C:5]=2[CH2:4][CH2:3]1.CCN(CC)CC.C1C=CC(P([N:47]=[N+:48]=[N-:49])(C2C=CC=CC=2)=O)=CC=1.O, predict the reaction product. The product is: [O:1]=[C:2]1[NH:11][C:10]2[N:9]=[CH:8][CH:7]=[C:6]([O:12][C:13]3[CH:14]=[CH:15][C:16]4[O:20][C@H:19]5[C@H:21]([C:22]([N:47]=[N+:48]=[N-:49])=[O:23])[C@H:18]5[C:17]=4[CH:25]=3)[C:5]=2[CH2:4][CH2:3]1. (3) Given the reactants [OH:1][C:2]1[CH:3]=N[CH:5]=[CH:6][CH:7]=1.[H-].[Na+].Br[CH2:11][C:12]1[S:20][C:19]2[C:18]([N:21]3[CH2:26][CH2:25][O:24][CH2:23][CH2:22]3)=[N:17][C:16]([Cl:27])=[N:15][C:14]=2[CH:13]=1.[CH2:28]1COCC1, predict the reaction product. The product is: [Cl:27][C:16]1[N:17]=[C:18]([N:21]2[CH2:26][CH2:25][O:24][CH2:23][CH2:22]2)[C:19]2[S:20][C:12]([CH2:11][O:1][C:2]3[CH:3]=[CH:28][CH:5]=[CH:6][CH:7]=3)=[CH:13][C:14]=2[N:15]=1. (4) Given the reactants Cl[CH2:2][CH2:3][CH2:4][S:5]([N:8]1[CH2:13][CH2:12][CH:11]([C:14]2[C:22]3[C:17](=[C:18]([C:29]([NH2:31])=[O:30])[CH:19]=[C:20]([C:23]4[CH:28]=[CH:27][CH:26]=[CH:25][CH:24]=4)[CH:21]=3)[NH:16][N:15]=2)[CH2:10][CH2:9]1)(=[O:7])=[O:6].C([O-])([O-])=O.[K+].[K+].[NH:38]1[CH2:43][CH2:42][NH:41][CH2:40][CH:39]1[CH2:44][CH2:45][OH:46].[I-].[Na+], predict the reaction product. The product is: [OH:46][CH2:45][CH2:44][CH:39]1[NH:38][CH2:43][CH2:42][N:41]([CH2:2][CH2:3][CH2:4][S:5]([N:8]2[CH2:13][CH2:12][CH:11]([C:14]3[C:22]4[C:17](=[C:18]([C:29]([NH2:31])=[O:30])[CH:19]=[C:20]([C:23]5[CH:28]=[CH:27][CH:26]=[CH:25][CH:24]=5)[CH:21]=4)[NH:16][N:15]=3)[CH2:10][CH2:9]2)(=[O:7])=[O:6])[CH2:40]1.